This data is from CYP1A2 inhibition data for predicting drug metabolism from PubChem BioAssay. The task is: Regression/Classification. Given a drug SMILES string, predict its absorption, distribution, metabolism, or excretion properties. Task type varies by dataset: regression for continuous measurements (e.g., permeability, clearance, half-life) or binary classification for categorical outcomes (e.g., BBB penetration, CYP inhibition). Dataset: cyp1a2_veith. (1) The molecule is CC(C)(C)n1ncc2c(=O)n(CC(=O)NCc3ccccc3Cl)cnc21. The result is 0 (non-inhibitor). (2) The compound is CC(C)[C@@H](Br)C(=O)NCC(=O)O. The result is 0 (non-inhibitor). (3) The drug is O=[N+]([O-])c1ccc(Cl)c(-c2ccc(/C=N/c3c(-c4ccco4)nc4ccccn34)o2)c1. The result is 0 (non-inhibitor).